This data is from Full USPTO retrosynthesis dataset with 1.9M reactions from patents (1976-2016). The task is: Predict the reactants needed to synthesize the given product. (1) Given the product [Cl:30][C:8]1[C:9]2[CH:10]=[CH:11][C:2]([CH3:1])=[C:3]([NH:13][C:14]3[C:19]([C:20]4[CH:25]=[C:24]([NH:26][CH3:27])[N:23]=[CH:22][N:21]=4)=[CH:18][CH:17]=[CH:16][N:15]=3)[C:4]=2[CH:5]=[CH:6][N:7]=1, predict the reactants needed to synthesize it. The reactants are: [CH3:1][C:2]1[C:3]([NH:13][C:14]2[C:19]([C:20]3[CH:25]=[C:24]([NH:26][CH3:27])[N:23]=[CH:22][N:21]=3)=[CH:18][CH:17]=[CH:16][N:15]=2)=[C:4]2[C:9](=[CH:10][CH:11]=1)[C:8](=O)[NH:7][CH:6]=[CH:5]2.O=P(Cl)(Cl)[Cl:30]. (2) Given the product [CH3:1][O:2][C:3]1[CH:12]=[C:11]2[C:6]([CH:7]=[CH:8][CH:9]=[C:10]2[CH2:13][CH2:14][NH2:15])=[CH:5][CH:4]=1, predict the reactants needed to synthesize it. The reactants are: [CH3:1][O:2][C:3]1[CH:12]=[C:11]2[C:6]([CH:7]=[CH:8][CH:9]=[C:10]2[CH2:13][C:14]#[N:15])=[CH:5][CH:4]=1.[OH-].[NH4+].